Task: Predict which catalyst facilitates the given reaction.. Dataset: Catalyst prediction with 721,799 reactions and 888 catalyst types from USPTO (1) Reactant: C[O:2][C:3](=[O:24])[C:4]1[CH:9]=[CH:8][C:7]([Cl:10])=[C:6]([NH:11][C:12]([C:14]2[CH:15]=[N:16][C:17]([NH:20][CH:21]([CH3:23])[CH3:22])=[CH:18][CH:19]=2)=[O:13])[CH:5]=1.[OH-].[Na+].Cl. Product: [Cl:10][C:7]1[CH:8]=[CH:9][C:4]([C:3]([OH:24])=[O:2])=[CH:5][C:6]=1[NH:11][C:12]([C:14]1[CH:15]=[N:16][C:17]([NH:20][CH:21]([CH3:23])[CH3:22])=[CH:18][CH:19]=1)=[O:13]. The catalyst class is: 5. (2) The catalyst class is: 10. Reactant: [C:1]([C:4]1[C:22](=[O:23])[C@@:8]2([CH3:24])[C:9]3[C:15]([OH:16])=[CH:14][C:13]([O:17][CH3:18])=[C:12]([C:19]([NH2:21])=[O:20])[C:10]=3[O:11][C:7]2=[CH:6][C:5]=1[OH:25])(=[O:3])[CH3:2].[CH:26]([C:28]1[C:29]([CH3:40])=[C:30]([CH:35]=[C:36]([CH3:39])[C:37]=1[CH3:38])[C:31]([O:33][CH3:34])=[O:32])=O.C([SiH](CC)CC)C.FC(F)(F)C(O)=O. Product: [C:1]([C:4]1[C:22](=[O:23])[C@@:8]2([CH3:24])[C:9]3[C:15]([OH:16])=[CH:14][C:13]([O:17][CH3:18])=[C:12]([C:19]([NH:21][CH2:26][C:28]4[C:29]([CH3:40])=[C:30]([CH:35]=[C:36]([CH3:39])[C:37]=4[CH3:38])[C:31]([O:33][CH3:34])=[O:32])=[O:20])[C:10]=3[O:11][C:7]2=[CH:6][C:5]=1[OH:25])(=[O:3])[CH3:2]. (3) Reactant: [N+:1]([C:4]1[CH:9]=[CH:8][C:7]([OH:10])=[CH:6][CH:5]=1)([O-:3])=[O:2].[C:11]([NH:18][CH2:19][C:20](O)=[O:21])([O:13][C:14]([CH3:17])([CH3:16])[CH3:15])=[O:12].CCN=C=NCCCN(C)C.Cl. Product: [C:14]([O:13][C:11]([NH:18][CH2:19][C:20]([O:10][C:7]1[CH:8]=[CH:9][C:4]([N+:1]([O-:3])=[O:2])=[CH:5][CH:6]=1)=[O:21])=[O:12])([CH3:17])([CH3:16])[CH3:15]. The catalyst class is: 2. (4) Reactant: [F:1][C:2]1[CH:3]=[C:4]2[C:8](=[C:9]([C:12]([OH:14])=O)[C:10]=1[F:11])[NH:7][CH:6]=[CH:5]2.CN(C(ON1N=NC2C=CC=CC1=2)=[N+](C)C)C.[B-](F)(F)(F)F.C(N(CC)C(C)C)(C)C.[C:46]([C:50]1[CH:67]=[CH:66][C:53]([CH2:54][NH:55][CH2:56][CH2:57][C:58]2[CH:63]=[CH:62][CH:61]=[C:60]([Cl:64])[C:59]=2[F:65])=[CH:52][CH:51]=1)([CH3:49])([CH3:48])[CH3:47]. Product: [C:46]([C:50]1[CH:67]=[CH:66][C:53]([CH2:54][N:55]([CH2:56][CH2:57][C:58]2[CH:63]=[CH:62][CH:61]=[C:60]([Cl:64])[C:59]=2[F:65])[C:12]([C:9]2[C:10]([F:11])=[C:2]([F:1])[CH:3]=[C:4]3[C:8]=2[NH:7][CH:6]=[CH:5]3)=[O:14])=[CH:52][CH:51]=1)([CH3:49])([CH3:47])[CH3:48]. The catalyst class is: 18. (5) Reactant: CC([NH:9][S:10](/[CH:13]=[CH:14]/[C:15]1[CH:20]=[CH:19][CH:18]=[CH:17][C:16]=1[Cl:21])(=[O:12])=[O:11])(C)CC(C)(C)C.FC(F)(F)C(O)=O. Product: [Cl:21][C:16]1[CH:17]=[CH:18][CH:19]=[CH:20][C:15]=1/[CH:14]=[CH:13]/[S:10]([NH2:9])(=[O:11])=[O:12]. The catalyst class is: 4. (6) Reactant: FC(F)(F)[C:3]([OH:5])=O.[NH2:8][CH2:9][C:10]1[CH:36]=[C:35]([F:37])[CH:34]=[CH:33][C:11]=1[CH2:12][O:13][C:14]1[CH:19]=[C:18]([CH3:20])[N:17]([C:21]2[CH:22]=[C:23]([CH:28]=[CH:29][C:30]=2[CH3:31])[C:24]([O:26][CH3:27])=[O:25])[C:16](=[O:32])[CH:15]=1.CN1CCOCC1.[CH:45]1([NH2:49])[CH2:48][CH2:47][CH2:46]1. Product: [CH:45]1([NH:49][C:3]([NH:8][CH2:9][C:10]2[CH:36]=[C:35]([F:37])[CH:34]=[CH:33][C:11]=2[CH2:12][O:13][C:14]2[CH:19]=[C:18]([CH3:20])[N:17]([C:21]3[CH:22]=[C:23]([CH:28]=[CH:29][C:30]=3[CH3:31])[C:24]([O:26][CH3:27])=[O:25])[C:16](=[O:32])[CH:15]=2)=[O:5])[CH2:48][CH2:47][CH2:46]1. The catalyst class is: 44.